From a dataset of Full USPTO retrosynthesis dataset with 1.9M reactions from patents (1976-2016). Predict the reactants needed to synthesize the given product. (1) Given the product [C:32]([O:36][C:37]([N:39]1[CH2:44][CH2:43][N:42]([C:4]2[S:5][C:6](=[CH:10][C:11]3[CH:12]=[C:13]4[C:17](=[CH:18][CH:19]=3)[N:16]([CH2:20][C:21]3[CH:26]=[CH:25][C:24]([OH:27])=[CH:23][C:22]=3[C:28]([F:31])([F:29])[F:30])[N:15]=[CH:14]4)[C:7](=[O:9])[N:8]=2)[CH2:41][CH:40]1[CH2:76][OH:77])=[O:38])([CH3:35])([CH3:34])[CH3:33], predict the reactants needed to synthesize it. The reactants are: C(S[C:4]1[S:5][C:6](=[CH:10][C:11]2[CH:12]=[C:13]3[C:17](=[CH:18][CH:19]=2)[N:16]([CH2:20][C:21]2[CH:26]=[CH:25][C:24]([OH:27])=[CH:23][C:22]=2[C:28]([F:31])([F:30])[F:29])[N:15]=[CH:14]3)[C:7](=[O:9])[N:8]=1)C.[C:32]([O:36][C:37]([N:39]1[CH2:44][CH2:43][N:42](C2SC(=CC3C=C4C(=CC=3)N(CC3C=CC(C(O)(C)C)=CC=3C(F)(F)F)N=C4)C(=O)N=2)[CH2:41][CH:40]1[CH2:76][OH:77])=[O:38])([CH3:35])([CH3:34])[CH3:33]. (2) Given the product [C:12]1([N:9]2[C:5]3=[N:6][CH:7]=[N:8][C:3]([NH:1][N:2]=[CH:23][C:22]4[CH:25]=[CH:26][C:19]([OH:18])=[C:20]([CH2:27][OH:28])[CH:21]=4)=[C:4]3[CH:11]=[N:10]2)[CH:17]=[CH:16][CH:15]=[CH:14][CH:13]=1, predict the reactants needed to synthesize it. The reactants are: [NH:1]([C:3]1[N:8]=[CH:7][N:6]=[C:5]2[N:9]([C:12]3[CH:17]=[CH:16][CH:15]=[CH:14][CH:13]=3)[N:10]=[CH:11][C:4]=12)[NH2:2].[OH:18][C:19]1[CH:26]=[CH:25][C:22]([CH:23]=O)=[CH:21][C:20]=1[CH2:27][OH:28].C1(N2C3=NC=NC(NN=CC4C=CN=CC=4)=C3C=N2)C=CC=CC=1. (3) Given the product [Cl:31][C:25]1[CH:26]=[CH:27][CH:28]=[C:29]([Cl:30])[C:24]=1[NH:23][C:16]1[CH:15]=[CH:14][CH:13]=[CH:18][C:17]=1[CH2:19][C:20]([O:22][CH2:47][CH2:46][O:45][CH2:44][CH2:43][N:39]1[CH:40]=[CH:41][N:42]=[C:38]1[C:32]1[CH:37]=[CH:36][CH:35]=[CH:34][CH:33]=1)=[O:21], predict the reactants needed to synthesize it. The reactants are: Cl.C(N=C=NCCCN(C)C)C.[CH:13]1[CH:14]=[CH:15][C:16]([NH:23][C:24]2[C:25]([Cl:31])=[CH:26][CH:27]=[CH:28][C:29]=2[Cl:30])=[C:17]([CH2:19][C:20]([OH:22])=[O:21])[CH:18]=1.[C:32]1([C:38]2[N:39]([CH2:43][CH2:44][O:45][CH2:46][CH2:47]O)[CH:40]=[CH:41][N:42]=2)[CH:37]=[CH:36][CH:35]=[CH:34][CH:33]=1. (4) The reactants are: [O:1]([C:8]1[CH:13]=[CH:12][C:11]([N:14]2[CH:18]=[CH:17][N:16]([C:19]3[CH:27]=[CH:26][C:25]4[C:21](=[CH:22][N:23]([CH2:28][CH2:29][N:30]5[CH2:34][CH2:33][CH2:32][CH2:31]5)[N:24]=4)[CH:20]=3)[C:15]2=[O:35])=[CH:10][CH:9]=1)[C:2]1[CH:7]=[CH:6][CH:5]=[CH:4][CH:3]=1.[H][H]. Given the product [O:1]([C:8]1[CH:9]=[CH:10][C:11]([N:14]2[CH2:18][CH2:17][N:16]([C:19]3[CH:27]=[CH:26][C:25]4[C:21](=[CH:22][N:23]([CH2:28][CH2:29][N:30]5[CH2:34][CH2:33][CH2:32][CH2:31]5)[N:24]=4)[CH:20]=3)[C:15]2=[O:35])=[CH:12][CH:13]=1)[C:2]1[CH:7]=[CH:6][CH:5]=[CH:4][CH:3]=1, predict the reactants needed to synthesize it. (5) The reactants are: [CH3:1][C:2]1[O:6][N:5]=[C:4]([C:7]2[CH:12]=[CH:11][CH:10]=[CH:9][CH:8]=2)[C:3]=1[CH2:13][O:14][C:15]1[CH:23]=[CH:22][C:18]([C:19]([OH:21])=O)=[CH:17][N:16]=1.[NH2:24][CH2:25][CH2:26][CH2:27][OH:28]. Given the product [OH:28][CH2:27][CH2:26][CH2:25][NH:24][C:19](=[O:21])[C:18]1[CH:22]=[CH:23][C:15]([O:14][CH2:13][C:3]2[C:4]([C:7]3[CH:8]=[CH:9][CH:10]=[CH:11][CH:12]=3)=[N:5][O:6][C:2]=2[CH3:1])=[N:16][CH:17]=1, predict the reactants needed to synthesize it.